This data is from NCI-60 drug combinations with 297,098 pairs across 59 cell lines. The task is: Regression. Given two drug SMILES strings and cell line genomic features, predict the synergy score measuring deviation from expected non-interaction effect. (1) Drug 1: C1CCC(CC1)NC(=O)N(CCCl)N=O. Drug 2: CC1C(C(=O)NC(C(=O)N2CCCC2C(=O)N(CC(=O)N(C(C(=O)O1)C(C)C)C)C)C(C)C)NC(=O)C3=C4C(=C(C=C3)C)OC5=C(C(=O)C(=C(C5=N4)C(=O)NC6C(OC(=O)C(N(C(=O)CN(C(=O)C7CCCN7C(=O)C(NC6=O)C(C)C)C)C)C(C)C)C)N)C. Cell line: COLO 205. Synergy scores: CSS=19.2, Synergy_ZIP=0.385, Synergy_Bliss=9.04, Synergy_Loewe=8.13, Synergy_HSA=7.89. (2) Drug 1: CC1=C(C(CCC1)(C)C)C=CC(=CC=CC(=CC(=O)O)C)C. Drug 2: CCC1(CC2CC(C3=C(CCN(C2)C1)C4=CC=CC=C4N3)(C5=C(C=C6C(=C5)C78CCN9C7C(C=CC9)(C(C(C8N6C)(C(=O)OC)O)OC(=O)C)CC)OC)C(=O)OC)O.OS(=O)(=O)O. Cell line: DU-145. Synergy scores: CSS=8.94, Synergy_ZIP=-3.07, Synergy_Bliss=-1.61, Synergy_Loewe=-2.63, Synergy_HSA=-2.82. (3) Drug 1: CC1C(C(=O)NC(C(=O)N2CCCC2C(=O)N(CC(=O)N(C(C(=O)O1)C(C)C)C)C)C(C)C)NC(=O)C3=C4C(=C(C=C3)C)OC5=C(C(=O)C(=C(C5=N4)C(=O)NC6C(OC(=O)C(N(C(=O)CN(C(=O)C7CCCN7C(=O)C(NC6=O)C(C)C)C)C)C(C)C)C)N)C. Drug 2: CCCCCOC(=O)NC1=NC(=O)N(C=C1F)C2C(C(C(O2)C)O)O. Cell line: SK-MEL-5. Synergy scores: CSS=2.54, Synergy_ZIP=-1.41, Synergy_Bliss=0.588, Synergy_Loewe=0.596, Synergy_HSA=1.23. (4) Synergy scores: CSS=36.4, Synergy_ZIP=-4.40, Synergy_Bliss=-4.59, Synergy_Loewe=-0.912, Synergy_HSA=-0.225. Drug 2: CC1C(C(CC(O1)OC2CC(CC3=C2C(=C4C(=C3O)C(=O)C5=CC=CC=C5C4=O)O)(C(=O)C)O)N)O. Cell line: SNB-19. Drug 1: C1CCC(CC1)NC(=O)N(CCCl)N=O. (5) Drug 1: C1CC(=O)NC(=O)C1N2C(=O)C3=CC=CC=C3C2=O. Drug 2: C1CCC(C(C1)N)N.C(=O)(C(=O)[O-])[O-].[Pt+4]. Cell line: SF-539. Synergy scores: CSS=10.3, Synergy_ZIP=-15.0, Synergy_Bliss=-25.7, Synergy_Loewe=-41.3, Synergy_HSA=-24.2. (6) Drug 1: CN(C)N=NC1=C(NC=N1)C(=O)N. Drug 2: C1CC(=O)NC(=O)C1N2C(=O)C3=CC=CC=C3C2=O. Cell line: NCI/ADR-RES. Synergy scores: CSS=3.67, Synergy_ZIP=0.578, Synergy_Bliss=3.94, Synergy_Loewe=1.65, Synergy_HSA=2.04. (7) Drug 1: CN(C)C1=NC(=NC(=N1)N(C)C)N(C)C. Drug 2: C1C(C(OC1N2C=NC(=NC2=O)N)CO)O. Cell line: U251. Synergy scores: CSS=-1.29, Synergy_ZIP=0.318, Synergy_Bliss=-2.05, Synergy_Loewe=-8.77, Synergy_HSA=-4.82. (8) Synergy scores: CSS=18.2, Synergy_ZIP=3.73, Synergy_Bliss=8.21, Synergy_Loewe=-22.1, Synergy_HSA=6.00. Cell line: HT29. Drug 2: C(CCl)NC(=O)N(CCCl)N=O. Drug 1: CC1C(C(CC(O1)OC2CC(CC3=C2C(=C4C(=C3O)C(=O)C5=C(C4=O)C(=CC=C5)OC)O)(C(=O)C)O)N)O.Cl.